The task is: Predict the reaction yield, written as a fraction of the theoretical maximum amount of product (1.0 means a 100% yield; for example, 0.34 means a 34% yield).. This data is from Reaction yield outcomes from USPTO patents with 853,638 reactions. (1) The reactants are [C:1]([C:3]1([C:8]([O:10][CH3:11])=[O:9])[CH2:7][CH2:6][CH2:5][CH2:4]1)#[N:2].[BH4-].[Na+].[C:14]([O:18][C:19](O[C:19]([O:18][C:14]([CH3:17])([CH3:16])[CH3:15])=[O:20])=[O:20])([CH3:17])([CH3:16])[CH3:15]. The catalyst is CO.C(Cl)Cl.O.[Co](Cl)Cl. The product is [C:14]([O:18][C:19]([NH:2][CH2:1][C:3]1([C:8]([O:10][CH3:11])=[O:9])[CH2:7][CH2:6][CH2:5][CH2:4]1)=[O:20])([CH3:17])([CH3:16])[CH3:15]. The yield is 0.710. (2) The reactants are [CH:1]1([N:5]2[CH2:10][CH2:9][CH:8]([N:11]3[CH2:20][CH2:19][C:18]4[C:13](=[CH:14][CH:15]=[C:16]([OH:21])[CH:17]=4)[C:12]3=[O:22])[CH2:7][CH2:6]2)[CH2:4][CH2:3][CH2:2]1.C(=O)([O-])[O-].[K+].[K+].[CH3:29][O:30][C:31](=[O:39])[C:32]1[CH:37]=[CH:36][C:35](F)=[CH:34][CH:33]=1. The catalyst is CN(C=O)C. The product is [CH:1]1([N:5]2[CH2:6][CH2:7][CH:8]([N:11]3[CH2:20][CH2:19][C:18]4[C:13](=[CH:14][CH:15]=[C:16]([O:21][C:35]5[CH:36]=[CH:37][C:32]([C:31]([O:30][CH3:29])=[O:39])=[CH:33][CH:34]=5)[CH:17]=4)[C:12]3=[O:22])[CH2:9][CH2:10]2)[CH2:2][CH2:3][CH2:4]1. The yield is 0.650. (3) The reactants are [CH2:1]([N:8]1[CH2:12][C@H:11]2[C:13]3[CH:14]=[CH:15][CH:16]=[C:17](Br)[C:18]=3[CH2:19][O:20][C@H:10]2[CH2:9]1)[C:2]1[CH:7]=[CH:6][CH:5]=[CH:4][CH:3]=1.[C:22]1(B(O)O)[CH:27]=[CH:26][CH:25]=[CH:24][CH:23]=1.C(=O)([O-])[O-].[K+].[K+]. The catalyst is O1CCOCC1.O. The product is [CH2:1]([N:8]1[CH2:12][C@H:11]2[C:13]3[CH:14]=[CH:15][CH:16]=[C:17]([C:22]4[CH:27]=[CH:26][CH:25]=[CH:24][CH:23]=4)[C:18]=3[CH2:19][O:20][C@H:10]2[CH2:9]1)[C:2]1[CH:7]=[CH:6][CH:5]=[CH:4][CH:3]=1. The yield is 0.830. (4) The reactants are [N:1]1([C:7](=[S:9])[NH2:8])[CH2:6][CH2:5][CH2:4][CH2:3][CH2:2]1.[Cl:10][CH2:11][C:12](=O)[CH2:13]Cl.C(=O)([O-])O.[Na+]. The catalyst is C(O)C. The product is [Cl:10][CH2:11][C:12]1[N:8]=[C:7]([N:1]2[CH2:6][CH2:5][CH2:4][CH2:3][CH2:2]2)[S:9][CH:13]=1. The yield is 0.670. (5) The reactants are [F:1][C:2]([C:5]1[CH:6]=[C:7]([CH:11]=[CH:12][N:13]=1)C(O)=O)([F:4])[CH3:3].C1(P([N:28]=[N+]=[N-])(C2C=CC=CC=2)=O)C=CC=CC=1.[C:31]([OH:35])([CH3:34])([CH3:33])[CH3:32].[O:36]1[CH2:41]COCC1. No catalyst specified. The product is [C:31]([O:35][C:41](=[O:36])[NH:28][C:7]1[CH:11]=[CH:12][N:13]=[C:5]([C:2]([F:1])([F:4])[CH3:3])[CH:6]=1)([CH3:34])([CH3:33])[CH3:32]. The yield is 0.440. (6) The reactants are [CH3:1][C:2]([CH3:24])([CH3:23])[C:3]#[C:4][C:5]1[S:9][C:8]([C:10]([O:12][CH3:13])=[O:11])=[C:7]([NH:14][C@H:15]2[CH2:20][CH2:19][CH2:18][N:17]([CH3:21])[C:16]2=[O:22])[CH:6]=1.N1C=CC=CC=1.[CH3:31][C@H:32]1[CH2:37][CH2:36][C@H:35]([C:38](Cl)=[O:39])[CH2:34][CH2:33]1. The catalyst is ClCCCl.CN(C1C=CN=CC=1)C. The product is [CH3:1][C:2]([CH3:24])([CH3:23])[C:3]#[C:4][C:5]1[S:9][C:8]([C:10]([O:12][CH3:13])=[O:11])=[C:7]([N:14]([C@H:15]2[CH2:20][CH2:19][CH2:18][N:17]([CH3:21])[C:16]2=[O:22])[C:38]([C@H:35]2[CH2:36][CH2:37][C@H:32]([CH3:31])[CH2:33][CH2:34]2)=[O:39])[CH:6]=1. The yield is 0.930.